The task is: Predict the reactants needed to synthesize the given product.. This data is from Full USPTO retrosynthesis dataset with 1.9M reactions from patents (1976-2016). (1) Given the product [CH3:1][N:16]1[CH2:17][C@@H:18]2[N:11]([C@@H:9]([C:3]3[CH:8]=[CH:7][CH:6]=[CH:5][CH:4]=3)[CH3:10])[CH2:12][CH2:13][C@@H:14]2[CH2:15]1, predict the reactants needed to synthesize it. The reactants are: [CH2:1]=O.[C:3]1([C@H:9]([N:11]2[C@@H:18]3[C@@H:14]([CH2:15][NH:16][CH2:17]3)[CH2:13][CH2:12]2)[CH3:10])[CH:8]=[CH:7][CH:6]=[CH:5][CH:4]=1.[OH-].[Na+]. (2) Given the product [CH2:16]([O:23][C:24]1[N:25]=[CH:26][C:27]([CH2:30][N:1]2[CH:5]=[C:4]([C:6]3[C:7]([NH2:13])=[N:8][C:9]([NH2:12])=[CH:10][CH:11]=3)[CH:3]=[N:2]2)=[CH:28][CH:29]=1)[C:17]1[CH:18]=[CH:19][CH:20]=[CH:21][CH:22]=1, predict the reactants needed to synthesize it. The reactants are: [NH:1]1[CH:5]=[C:4]([C:6]2[C:7]([NH2:13])=[N:8][C:9]([NH2:12])=[CH:10][CH:11]=2)[CH:3]=[N:2]1.[H-].[Na+].[CH2:16]([O:23][C:24]1[CH:29]=[CH:28][C:27]([CH2:30]Cl)=[CH:26][N:25]=1)[C:17]1[CH:22]=[CH:21][CH:20]=[CH:19][CH:18]=1. (3) The reactants are: [CH2:1]([O:8][C:9]([N:11]1[CH2:16][CH2:15][N:14]([C:17]2[C:22]([C:23]([F:26])([F:25])[F:24])=[CH:21][C:20](Br)=[CH:19][N:18]=2)[CH2:13][CH2:12]1)=[O:10])[C:2]1[CH:7]=[CH:6][CH:5]=[CH:4][CH:3]=1.[C:28]([NH2:31])(=[O:30])[CH3:29].C1(P(C2C=CC=CC=2)C2C3OC4C(=CC=CC=4P(C4C=CC=CC=4)C4C=CC=CC=4)C(C)(C)C=3C=CC=2)C=CC=CC=1.C(=O)([O-])[O-].[Cs+].[Cs+]. Given the product [CH2:1]([O:8][C:9]([N:11]1[CH2:16][CH2:15][N:14]([C:17]2[C:22]([C:23]([F:26])([F:25])[F:24])=[CH:21][C:20]([NH:31][C:28](=[O:30])[CH3:29])=[CH:19][N:18]=2)[CH2:13][CH2:12]1)=[O:10])[C:2]1[CH:7]=[CH:6][CH:5]=[CH:4][CH:3]=1, predict the reactants needed to synthesize it.